From a dataset of Catalyst prediction with 721,799 reactions and 888 catalyst types from USPTO. Predict which catalyst facilitates the given reaction. Reactant: [NH:1]1[CH:5]=[N:4][CH:3]=[N:2]1.P(Cl)(Cl)(Cl)=O.[NH2:11][C:12]1[NH:13][C:14](=O)[C:15]2[N:21]=[C:20]([Cl:22])[CH:19]=[CH:18][C:16]=2[N:17]=1. Product: [Cl:22][C:20]1[CH:19]=[CH:18][C:16]2[N:17]=[C:12]([NH2:11])[N:13]=[C:14]([N:1]3[CH:5]=[N:4][CH:3]=[N:2]3)[C:15]=2[N:21]=1. The catalyst class is: 10.